Dataset: Full USPTO retrosynthesis dataset with 1.9M reactions from patents (1976-2016). Task: Predict the reactants needed to synthesize the given product. (1) Given the product [CH2:28]([NH:3][C@@H:4]1[CH2:6][C@H:5]1[C:7]1[CH:8]=[CH:9][C:10]([NH:13][C:14](=[O:27])[C:15]2[CH:20]=[CH:19][CH:18]=[C:17]([N:21]3[CH2:26][CH2:25][CH2:24][CH2:23][CH2:22]3)[CH:16]=2)=[CH:11][CH:12]=1)[C:29]1[CH:34]=[CH:33][CH:32]=[CH:31][CH:30]=1, predict the reactants needed to synthesize it. The reactants are: Cl.Cl.[NH2:3][C@@H:4]1[CH2:6][C@H:5]1[C:7]1[CH:12]=[CH:11][C:10]([NH:13][C:14](=[O:27])[C:15]2[CH:20]=[CH:19][CH:18]=[C:17]([N:21]3[CH2:26][CH2:25][CH2:24][CH2:23][CH2:22]3)[CH:16]=2)=[CH:9][CH:8]=1.[CH:28](=O)[C:29]1[CH:34]=[CH:33][CH:32]=[CH:31][CH:30]=1.C(=O)([O-])O.[Na+].[BH4-].[Na+]. (2) Given the product [OH:35][CH2:34][C@@H:33]([NH:32][C:21]([C:20]1[C:14]2[C:15](=[N:16][CH:17]=[C:12]([C:6]3[C:5]4[C:9](=[CH:10][C:2]([F:1])=[CH:3][CH:4]=4)[N:8]([CH3:11])[N:7]=3)[N:13]=2)[N:18]([CH2:24][O:25][CH2:26][CH2:27][Si:28]([CH3:29])([CH3:31])[CH3:30])[CH:19]=1)=[O:22])[CH3:36], predict the reactants needed to synthesize it. The reactants are: [F:1][C:2]1[CH:10]=[C:9]2[C:5]([C:6]([C:12]3[N:13]=[C:14]4[C:20]([C:21](O)=[O:22])=[CH:19][N:18]([CH2:24][O:25][CH2:26][CH2:27][Si:28]([CH3:31])([CH3:30])[CH3:29])[C:15]4=[N:16][CH:17]=3)=[N:7][N:8]2[CH3:11])=[CH:4][CH:3]=1.[NH2:32][C@@H:33]([CH3:36])[CH2:34][OH:35].CN(C(ON1N=NC2C=CC=NC1=2)=[N+](C)C)C.F[P-](F)(F)(F)(F)F.C(N(CC)C(C)C)(C)C. (3) Given the product [F:26][C:25]1[CH:24]=[C:23]2[C:18]([CH:19]=[CH:20][CH:21]=[N:22]2)=[CH:17][C:16]=1[CH2:15][N:12]1[C:10]2[C:9](=[N:8][CH:7]=[C:6]([C:4](=[O:3])[CH3:5])[N:11]=2)[N:14]=[N:13]1, predict the reactants needed to synthesize it. The reactants are: C([O:3][C:4]([C:6]1[N:11]=[C:10]2[N:12]([CH2:15][C:16]3[CH:17]=[C:18]4[C:23](=[CH:24][C:25]=3[F:26])[N:22]=[CH:21][CH:20]=[CH:19]4)[N:13]=[N:14][C:9]2=[N:8][CH:7]=1)=[CH2:5])C.Cl. (4) The reactants are: [Cl:1][C:2]1[CH:31]=[C:30]([Cl:32])[CH:29]=[CH:28][C:3]=1[O:4][C:5]1[CH:10]=[CH:9][CH:8]=[CH:7][C:6]=1[NH:11][S:12]([C:15]1[CH:27]=[CH:26][C:18]([C:19]([NH:21][CH2:22][C:23](O)=[O:24])=[O:20])=[CH:17][CH:16]=1)(=[O:14])=[O:13].[N:33]1([CH2:39][CH2:40][CH2:41][NH2:42])[CH2:38][CH2:37][O:36][CH2:35][CH2:34]1. Given the product [Cl:1][C:2]1[CH:31]=[C:30]([Cl:32])[CH:29]=[CH:28][C:3]=1[O:4][C:5]1[CH:10]=[CH:9][CH:8]=[CH:7][C:6]=1[NH:11][S:12]([C:15]1[CH:27]=[CH:26][C:18]([C:19]([NH:21][CH2:22][C:23](=[O:24])[NH:42][CH2:41][CH2:40][CH2:39][N:33]2[CH2:38][CH2:37][O:36][CH2:35][CH2:34]2)=[O:20])=[CH:17][CH:16]=1)(=[O:14])=[O:13], predict the reactants needed to synthesize it. (5) Given the product [C:22]([OH:25])(=[O:24])[CH3:23].[Cl:1][C:2]1[CH:9]=[CH:8][CH:7]=[CH:6][C:3]=1[CH:4]([OH:5])[C:14]#[N:13], predict the reactants needed to synthesize it. The reactants are: [Cl:1][C:2]1[CH:9]=[CH:8][CH:7]=[CH:6][C:3]=1[CH:4]=[O:5].[C-]#N.[K+].[N:13]1C(C)=CC=C[C:14]=1C.O.[C:22]([O:25]C(=O)C)(=[O:24])[CH3:23]. (6) Given the product [CH:1]1([S:4]([N:7]2[CH:11]=[C:10]([C:22]3[N:27]=[C:26]([NH2:28])[CH:25]=[CH:24][N:23]=3)[CH:9]=[N:8]2)(=[O:5])=[O:6])[CH2:2][CH2:3]1, predict the reactants needed to synthesize it. The reactants are: [CH:1]1([S:4]([N:7]2[CH:11]=[C:10](B3OC(C)(C)C(C)(C)O3)[CH:9]=[N:8]2)(=[O:6])=[O:5])[CH2:3][CH2:2]1.Cl[C:22]1[N:27]=[C:26]([NH2:28])[CH:25]=[CH:24][N:23]=1.C(=O)([O-])[O-].[Cs+].[Cs+]. (7) Given the product [CH3:36][S:37]([NH:3][CH2:4][C:5]1[CH:10]=[CH:9][CH:8]=[CH:7][C:6]=1[CH2:11][C:12]([N:14]([CH3:28])[C@@H:15]([C:22]1[CH:27]=[CH:26][CH:25]=[CH:24][CH:23]=1)[CH2:16][N:17]1[CH2:21][CH2:20][CH2:19][CH2:18]1)=[O:13])(=[O:39])=[O:38], predict the reactants needed to synthesize it. The reactants are: Cl.Cl.[NH2:3][CH2:4][C:5]1[CH:10]=[CH:9][CH:8]=[CH:7][C:6]=1[CH2:11][C:12]([N:14]([CH3:28])[C@@H:15]([C:22]1[CH:27]=[CH:26][CH:25]=[CH:24][CH:23]=1)[CH2:16][N:17]1[CH2:21][CH2:20][CH2:19][CH2:18]1)=[O:13].C(N(CC)CC)C.[CH3:36][S:37](Cl)(=[O:39])=[O:38]. (8) Given the product [Cl:23][C:17]1[C:16]([CH:14]([N:10]([CH3:11])[CH2:9][C@@H:8]([C:5]2[CH:4]=[CH:3][C:2]([F:1])=[CH:7][N:6]=2)[OH:12])[CH3:15])=[CH:21][CH:20]=[C:19]([Cl:22])[N:18]=1, predict the reactants needed to synthesize it. The reactants are: [F:1][C:2]1[CH:3]=[CH:4][C:5]([C@@H:8]([OH:12])[CH2:9][NH:10][CH3:11])=[N:6][CH:7]=1.Br[CH:14]([C:16]1[C:17]([Cl:23])=[N:18][C:19]([Cl:22])=[CH:20][CH:21]=1)[CH3:15].C(=O)([O-])[O-].[Cs+].[Cs+]. (9) Given the product [CH3:11][N:7]1[CH2:8][CH2:9][CH2:10][C:4]2[CH:3]=[C:2]([NH:16][C:15](=[O:22])[O:17][C:18]([CH3:21])([CH3:20])[CH3:19])[CH:14]=[CH:13][C:5]=2[C:6]1=[O:12], predict the reactants needed to synthesize it. The reactants are: Br[C:2]1[CH:14]=[CH:13][C:5]2[C:6](=[O:12])[N:7]([CH3:11])[CH2:8][CH2:9][CH2:10][C:4]=2[CH:3]=1.[C:15](=[O:22])([O:17][C:18]([CH3:21])([CH3:20])[CH3:19])[NH2:16].C([O-])([O-])=O.[Cs+].[Cs+].